Dataset: Reaction yield outcomes from USPTO patents with 853,638 reactions. Task: Predict the reaction yield, written as a fraction of the theoretical maximum amount of product (1.0 means a 100% yield; for example, 0.34 means a 34% yield). (1) The reactants are [NH2:1][C@@H:2]([CH2:7][C:8]#[C:9][C:10]1[CH:15]=[CH:14][C:13]([Br:16])=[CH:12][CH:11]=1)[C:3]([O:5][CH3:6])=[O:4]. The product is [Br:16][C:13]1[CH:12]=[CH:11][C:10]([C:9]2[CH2:8][CH2:7][C@@H:2]([C:3]([O:5][CH3:6])=[O:4])[N:1]=2)=[CH:15][CH:14]=1. The catalyst is C(#N)C.[Cl-].[Na+].O.[O-]S(C(F)(F)F)(=O)=O.[Ag+]. The yield is 0.960. (2) The reactants are Br[C:2]1[CH:7]=[CH:6][CH:5]=[C:4]([Br:8])[C:3]=1[CH3:9].[C:10]1([CH3:22])[CH:15]=[CH:14][CH:13]=[C:12]([N:16]2[CH2:20][CH2:19][NH:18][C:17]2=[O:21])[CH:11]=1.N[C@@H]1CCCC[C@H]1N. The catalyst is O1CCOCC1.[Cu]I. The product is [Br:8][C:4]1[C:3]([CH3:9])=[C:2]([N:18]2[CH2:19][CH2:20][N:16]([C:12]3[CH:11]=[C:10]([CH3:22])[CH:15]=[CH:14][CH:13]=3)[C:17]2=[O:21])[CH:7]=[CH:6][CH:5]=1. The yield is 0.700. (3) The reactants are [CH3:1][C:2]1[CH:11]=[CH:10][C:9]2[C:4](=[CH:5][CH:6]=[CH:7][C:8]=2[N:12]2[CH2:17][CH2:16][N:15]([CH2:18][CH2:19][C:20]3[CH:21]=[C:22]([CH:24]=[CH:25][CH:26]=3)[NH2:23])[CH2:14][CH2:13]2)[N:3]=1.[O:27]=[C:28]1[NH:32][CH:31]([C:33](O)=[O:34])[CH2:30][NH:29]1. No catalyst specified. The product is [CH3:1][C:2]1[CH:11]=[CH:10][C:9]2[C:4](=[CH:5][CH:6]=[CH:7][C:8]=2[N:12]2[CH2:13][CH2:14][N:15]([CH2:18][CH2:19][C:20]3[CH:21]=[C:22]([NH:23][C:33]([CH:31]4[CH2:30][NH:29][C:28](=[O:27])[NH:32]4)=[O:34])[CH:24]=[CH:25][CH:26]=3)[CH2:16][CH2:17]2)[N:3]=1. The yield is 0.510. (4) The reactants are FC1C=C(C=CC=1)CN1C2C(=CC=CC=2CCC2C=CC(C(O)=O)=CC=2)CC1.[CH3:29][O:30][C:31]1[CH:32]=[C:33]([CH:57]=[C:58]([O:60][CH3:61])[CH:59]=1)[C:34]([N:36]1[C:44]2[C:39](=[CH:40][CH:41]=[CH:42][C:43]=2[CH2:45][CH2:46][C:47]2[CH:56]=[CH:55][C:50]([C:51]([O:53]C)=[O:52])=[CH:49][CH:48]=2)[CH2:38][CH2:37]1)=[O:35].[Li+].[OH-]. The catalyst is O1CCOCC1. The product is [CH3:61][O:60][C:58]1[CH:57]=[C:33]([CH:32]=[C:31]([O:30][CH3:29])[CH:59]=1)[C:34]([N:36]1[C:44]2[C:39](=[CH:40][CH:41]=[CH:42][C:43]=2[CH2:45][CH2:46][C:47]2[CH:56]=[CH:55][C:50]([C:51]([OH:53])=[O:52])=[CH:49][CH:48]=2)[CH2:38][CH2:37]1)=[O:35]. The yield is 1.00. (5) The reactants are O.[OH-].[Li+].[CH3:4][C:5]1[O:9][C:8]([C:10]2[CH:15]=[CH:14][CH:13]=[CH:12][CH:11]=2)=[N:7][C:6]=1[CH2:16][O:17][C:18]1[CH:39]=[CH:38][C:21]([CH2:22][O:23]/[N:24]=[C:25](/[C:32]2[CH:37]=[CH:36][CH:35]=[CH:34][CH:33]=2)\[CH2:26][C:27]([O:29]CC)=[O:28])=[CH:20][CH:19]=1.O.Cl. The catalyst is O1CCCC1. The product is [CH3:4][C:5]1[O:9][C:8]([C:10]2[CH:11]=[CH:12][CH:13]=[CH:14][CH:15]=2)=[N:7][C:6]=1[CH2:16][O:17][C:18]1[CH:39]=[CH:38][C:21]([CH2:22][O:23][N:24]=[C:25]([C:32]2[CH:33]=[CH:34][CH:35]=[CH:36][CH:37]=2)[CH2:26][C:27]([OH:29])=[O:28])=[CH:20][CH:19]=1. The yield is 0.990. (6) The reactants are [N:1]1[CH:6]=[CH:5][CH:4]=[CH:3][C:2]=1[C:7]1[O:11][CH:10]=[N:9][CH:8]=1.[CH2:12]([O:19][C:20]1[CH:21]=[C:22]([CH2:26][CH2:27][C:28](O)=[O:29])[CH:23]=[CH:24][CH:25]=1)[C:13]1[CH:18]=[CH:17][CH:16]=[CH:15][CH:14]=1. No catalyst specified. The product is [O:29]=[C:28]([C:10]1[O:11][C:7]([C:2]2[CH:3]=[CH:4][CH:5]=[CH:6][N:1]=2)=[CH:8][N:9]=1)[CH2:27][CH2:26][C:22]1[CH:23]=[CH:24][CH:25]=[C:20]([O:19][CH2:12][C:13]2[CH:18]=[CH:17][CH:16]=[CH:15][CH:14]=2)[CH:21]=1. The yield is 0.180. (7) The reactants are [CH3:1][N:2]1[C@@H:19]2[CH2:20][C:7]3=[CH:8][CH:9]=[C:10]([OH:22])[C:11]4[O:12][C@H:13]5[C:14]([CH2:16][CH2:17][C@:18]2([OH:21])[C@:5]5([C:6]=43)[CH2:4][CH2:3]1)=[O:15].[ClH:23]. The yield is 0.867. The catalyst is C(O)C. The product is [CH3:1][N:2]1[C@@H:19]2[CH2:20][C:7]3=[CH:8][CH:9]=[C:10]([OH:22])[C:11]4[O:12][C@H:13]5[C:14]([CH2:16][CH2:17][C@:18]2([OH:21])[C@:5]5([C:6]=43)[CH2:4][CH2:3]1)=[O:15].[ClH:23]. (8) The reactants are C[O:2][C:3](=[O:21])[C:4]1[CH:9]=[C:8]([C:10]#[C:11][Si](C)(C)C)[CH:7]=[CH:6][C:5]=1[O:16][C:17]([F:20])([F:19])[F:18]. The catalyst is [OH-].[K+].O. The product is [C:10]([C:8]1[CH:7]=[CH:6][C:5]([O:16][C:17]([F:18])([F:19])[F:20])=[C:4]([CH:9]=1)[C:3]([OH:21])=[O:2])#[CH:11]. The yield is 0.760.